Dataset: Reaction yield outcomes from USPTO patents with 853,638 reactions. Task: Predict the reaction yield, written as a fraction of the theoretical maximum amount of product (1.0 means a 100% yield; for example, 0.34 means a 34% yield). (1) The reactants are Cl.[NH2:2][CH2:3][C:4]1[CH:13]=[CH:12][CH:11]=[C:10]2[C:5]=1[C:6](=[O:23])[N:7]([CH:15]1[CH2:20][CH2:19][C:18](=[O:21])[NH:17][C:16]1=[O:22])[C:8]([CH3:14])=[N:9]2.Cl.[N:25]1[CH:30]=[CH:29][CH:28]=[CH:27][C:26]=1[C:31](Cl)=[O:32].C(N(CC)C(C)C)(C)C. The catalyst is C(#N)C. The product is [O:22]=[C:16]1[CH:15]([N:7]2[C:6](=[O:23])[C:5]3[C:10](=[CH:11][CH:12]=[CH:13][C:4]=3[CH2:3][NH:2][C:31]([C:26]3[CH:27]=[CH:28][CH:29]=[CH:30][N:25]=3)=[O:32])[N:9]=[C:8]2[CH3:14])[CH2:20][CH2:19][C:18](=[O:21])[NH:17]1. The yield is 0.100. (2) The reactants are C1(C)C=CC=CC=1.O=P(Cl)(Cl)[Cl:10].[CH3:13][O:14][C:15]1[CH:20]=[CH:19][C:18]([C:21]2[CH:26]=[N:25][CH:24]=[CH:23][N+:22]=2[O-])=[CH:17][CH:16]=1. The catalyst is CN(C=O)C. The product is [Cl:10][C:23]1[CH:24]=[N:25][CH:26]=[C:21]([C:18]2[CH:19]=[CH:20][C:15]([O:14][CH3:13])=[CH:16][CH:17]=2)[N:22]=1. The yield is 0.870. (3) The reactants are [CH3:1][O:2][C:3]1[C:4]([F:17])=[C:5]([C:9]([N+:14]([O-:16])=[O:15])=[C:10](F)[C:11]=1[F:12])[C:6]([OH:8])=[O:7].[OH-].[NH4+:19]. No catalyst specified. The product is [NH2:19][C:10]1[C:9]([N+:14]([O-:16])=[O:15])=[C:5]([C:4]([F:17])=[C:3]([O:2][CH3:1])[C:11]=1[F:12])[C:6]([OH:8])=[O:7]. The yield is 0.800. (4) The reactants are Cl.[Cl:2][C:3]1[N:11]=[C:10]2[C:6]([N:7]=[C:8]([C:18]([OH:21])([CH3:20])[CH3:19])[N:9]2C2CCCCO2)=[C:5]([Cl:22])[N:4]=1. The catalyst is C(Cl)Cl.CO. The product is [Cl:2][C:3]1[N:11]=[C:10]2[C:6]([N:7]=[C:8]([C:18]([OH:21])([CH3:20])[CH3:19])[NH:9]2)=[C:5]([Cl:22])[N:4]=1. The yield is 0.660. (5) The reactants are CS(Cl)(=O)=O.[Cl:6][C:7]1[C:15]2[N:14]=[C:13]([NH:16][C:17]3[CH:18]=[N:19][C:20]([O:24][CH3:25])=[CH:21][C:22]=3[CH3:23])[N:12]([CH2:26][CH2:27][CH2:28]O)[C:11]=2[C:10]([C:30]([O:32][CH3:33])=[O:31])=[CH:9][CH:8]=1.S([O-])(=O)(=O)C.C(=O)([O-])[O-].[K+].[K+]. The catalyst is O1CCCC1.CN(C)C=O.C(=O)([O-])O.[Na+].C(N(CC)CC)C. The product is [Cl:6][C:7]1[CH:8]=[CH:9][C:10]([C:30]([O:32][CH3:33])=[O:31])=[C:11]2[C:15]=1[N:14]=[C:13]1[N:16]([C:17]3[CH:18]=[N:19][C:20]([O:24][CH3:25])=[CH:21][C:22]=3[CH3:23])[CH2:28][CH2:27][CH2:26][N:12]21. The yield is 0.370. (6) The reactants are [OH-].[K+].[Br:3][C:4]1[CH:5]=[CH:6][C:7]2[NH:8][C:9]3[C:14]([C:15]=2[CH:16]=1)=[CH:13][C:12]([Br:17])=[CH:11][CH:10]=3.[CH2:18]([CH:20]1[O:22][CH2:21]1)Br. The catalyst is CN(C=O)C. The product is [Br:17][C:12]1[CH:11]=[CH:10][C:9]2[N:8]([CH2:18][CH:20]3[CH2:21][O:22]3)[C:7]3[C:15]([C:14]=2[CH:13]=1)=[CH:16][C:4]([Br:3])=[CH:5][CH:6]=3. The yield is 0.660. (7) The reactants are [C:1]([O:5][C:6]([NH:8][CH:9]([CH3:16])[CH2:10]OS(C)(=O)=O)=[O:7])([CH3:4])([CH3:3])[CH3:2].[NH:17]1[CH2:22][CH2:21][O:20][CH2:19][CH2:18]1.C([O-])([O-])=O.[K+].[K+]. The catalyst is CC#N. The product is [C:1]([O:5][C:6](=[O:7])[NH:8][CH:9]([CH3:16])[CH2:10][N:17]1[CH2:22][CH2:21][O:20][CH2:19][CH2:18]1)([CH3:4])([CH3:3])[CH3:2]. The yield is 0.620. (8) The reactants are [N+:1]([C:4]1[CH:5]=[C:6]([CH:8]=[CH:9][CH:10]=1)[NH2:7])([O-:3])=[O:2].[F:11][C:12]([F:25])([O:16][C:17]1[CH:18]=[C:19]([CH:22]=[CH:23][CH:24]=1)[CH:20]=O)[CH:13]([F:15])[F:14].C(O)(=O)C.[BH-](OC(C)=O)(OC(C)=O)OC(C)=O.[Na+]. The catalyst is ClC(Cl)C. The product is [N+:1]([C:4]1[CH:5]=[C:6]([NH:7][CH2:20][C:19]2[CH:22]=[CH:23][CH:24]=[C:17]([O:16][C:12]([F:11])([F:25])[CH:13]([F:14])[F:15])[CH:18]=2)[CH:8]=[CH:9][CH:10]=1)([O-:3])=[O:2]. The yield is 0.700. (9) The reactants are Br[C:2]1[CH:7]=[C:6]([CH3:8])[C:5]([F:9])=[CH:4][C:3]=1[F:10].CC([O-])=O.[K+].[B:16]1([B:16]2[O:20][C:19]([CH3:22])([CH3:21])[C:18]([CH3:24])([CH3:23])[O:17]2)[O:20][C:19]([CH3:22])([CH3:21])[C:18]([CH3:24])([CH3:23])[O:17]1.O. The catalyst is CS(C)=O.C1C=CC(P(C2C=CC=CC=2)[C-]2C=CC=C2)=CC=1.C1C=CC(P(C2C=CC=CC=2)[C-]2C=CC=C2)=CC=1.Cl[Pd]Cl.[Fe+2]. The product is [F:10][C:3]1[CH:4]=[C:5]([F:9])[C:6]([CH3:8])=[CH:7][C:2]=1[B:16]1[O:20][C:19]([CH3:22])([CH3:21])[C:18]([CH3:24])([CH3:23])[O:17]1. The yield is 0.360. (10) The reactants are Br[C:2]1[S:3][C:4]([S:17](=[O:23])(=[O:22])[NH:18][CH2:19][CH2:20][OH:21])=[CH:5][C:6]=1[C:7]1[S:11][C:10]([NH:12][C:13](=[O:15])[CH3:14])=[N:9][C:8]=1[CH3:16].C([Li])CCC. The catalyst is C1COCC1. The product is [OH:21][CH2:20][CH2:19][NH:18][S:17]([C:4]1[S:3][CH:2]=[C:6]([C:7]2[S:11][C:10]([NH:12][C:13](=[O:15])[CH3:14])=[N:9][C:8]=2[CH3:16])[CH:5]=1)(=[O:23])=[O:22]. The yield is 0.0900.